Predict which catalyst facilitates the given reaction. From a dataset of Catalyst prediction with 721,799 reactions and 888 catalyst types from USPTO. Reactant: [CH3:1][C:2](C)([C:6]([O-:8])=[O:7])[C:3]([O-:5])=O.[H-].[Na+].[C:12]12[C:18](=[CH:19][CH:20]=[CH:21][CH:22]=1)[NH:17]C(=O)OC2=O.[C:24](Cl)(=O)C(Cl)=O.[Na+].[Cl-:31]. Product: [Cl:31][C:1]1[C:19]2[C:18](=[CH:12][CH:22]=[CH:21][CH:20]=2)[NH:17][C:3](=[O:5])[C:2]=1[C:6]([O:8][CH3:24])=[O:7]. The catalyst class is: 3.